Task: Predict the reaction yield, written as a fraction of the theoretical maximum amount of product (1.0 means a 100% yield; for example, 0.34 means a 34% yield).. Dataset: Reaction yield outcomes from USPTO patents with 853,638 reactions (1) The reactants are [F:1][C:2]1[CH:3]=[C:4]([CH:8]=[CH:9][C:10]=1[N+:11]([O-:13])=[O:12])[C:5]([OH:7])=O.CN(C(ON1N=NC2C=CC=NC1=2)=[N+](C)C)C.F[P-](F)(F)(F)(F)F.C(N(CC)C(C)C)(C)C.[NH:47]([C:49](=[O:72])[CH2:50][CH2:51][C@@H:52]([NH:64][C:65](=[O:71])[O:66][C:67]([CH3:70])([CH3:69])[CH3:68])[CH2:53][C:54]1[CH:55]=[N:56][C:57]([C:60]([F:63])([F:62])[F:61])=[CH:58][CH:59]=1)[NH2:48]. The catalyst is CN(C=O)C. The product is [F:1][C:2]1[CH:3]=[C:4]([C:5]([NH:48][NH:47][C:49](=[O:72])[CH2:50][CH2:51][C@@H:52]([NH:64][C:65](=[O:71])[O:66][C:67]([CH3:68])([CH3:69])[CH3:70])[CH2:53][C:54]2[CH:55]=[N:56][C:57]([C:60]([F:61])([F:62])[F:63])=[CH:58][CH:59]=2)=[O:7])[CH:8]=[CH:9][C:10]=1[N+:11]([O-:13])=[O:12]. The yield is 0.770. (2) The reactants are [CH3:1][O:2][C:3]([C:5]1[S:9][C:8]([NH2:10])=[N:7][CH:6]=1)=[O:4].[C:11]12([C:21](O)=[O:22])[CH2:20][CH:15]3[CH2:16][CH:17]([CH2:19][CH:13]([CH2:14]3)[CH2:12]1)[CH2:18]2. No catalyst specified. The product is [CH3:1][O:2][C:3]([C:5]1[S:9][C:8](=[N:10][C:21]([C:11]23[CH2:20][CH:15]4[CH2:14][CH:13]([CH2:19][CH:17]([CH2:16]4)[CH2:18]2)[CH2:12]3)=[O:22])[NH:7][CH:6]=1)=[O:4]. The yield is 0.490. (3) The reactants are [NH2:1][C:2]1[C:7]([O:8][CH2:9][CH:10]2[CH2:15][CH2:14][N:13]([C:16]3[N:21]=[C:20]([O:22][CH2:23][C:24]4([C:27]#[N:28])[CH2:26][CH2:25]4)[N:19]=[C:18](C(C#N)C#N)[N:17]=3)[CH2:12][CH2:11]2)=[CH:6][C:5]([C:34]2[N:35]=[CH:36][N:37]([CH3:39])[CH:38]=2)=[CH:4][N:3]=1.[F:40][C:41]([F:46])([CH3:45])[CH:42]([NH2:44])[CH3:43].C1C=C(Cl)C=C([C:54](OO)=[O:55])C=1. The catalyst is CC#N.CS(C)=O. The product is [NH2:1][C:2]1[C:7]([O:8][CH2:9][CH:10]2[CH2:11][CH2:12][N:13]([C:16]3[N:21]=[C:20]([O:22][CH2:23][C:24]4([C:27]#[N:28])[CH2:26][CH2:25]4)[N:19]=[C:18]([C:54]([NH:44][CH:42]([C:41]([F:46])([F:40])[CH3:45])[CH3:43])=[O:55])[N:17]=3)[CH2:14][CH2:15]2)=[CH:6][C:5]([C:34]2[N:35]=[CH:36][N:37]([CH3:39])[CH:38]=2)=[CH:4][N:3]=1. The yield is 0.150. (4) The reactants are [C:1]([Si:5]([CH3:8])([CH3:7])Cl)([CH3:4])([CH3:3])[CH3:2].[CH2:9]([OH:13])[C@H:10]([OH:12])[CH3:11].N1C=CN=C1. The catalyst is ClCCl. The product is [O:13]([CH2:9][C@H:10]([OH:12])[CH3:11])[Si:5]([C:1]([CH3:4])([CH3:3])[CH3:2])([CH3:8])[CH3:7]. The yield is 0.960. (5) The product is [CH2:38]([O:30][C:22]1[C:21](=[O:31])[N:14]2[CH2:15][CH:16]3[CH2:17][CH2:18][C:12]([NH:11][C:9]([O:8][CH2:1][C:2]4[CH:7]=[CH:6][CH:5]=[CH:4][CH:3]=4)=[O:10])([C:13]2=[N:24][C:23]=1[C:25]([O:27][CH2:28][CH3:29])=[O:26])[CH2:20][CH2:19]3)[C:39]1[CH:44]=[CH:43][CH:42]=[CH:41][CH:40]=1. The yield is 0.420. The reactants are [CH2:1]([O:8][C:9]([NH:11][C:12]12[CH2:20][CH2:19][CH:16]([CH2:17][CH2:18]1)[CH2:15][N:14]1[C:21](=[O:31])[C:22]([OH:30])=[C:23]([C:25]([O:27][CH2:28][CH3:29])=[O:26])[N:24]=[C:13]21)=[O:10])[C:2]1[CH:7]=[CH:6][CH:5]=[CH:4][CH:3]=1.C([O-])([O-])=O.[K+].[K+].[CH2:38](Br)[C:39]1[CH:44]=[CH:43][CH:42]=[CH:41][CH:40]=1.O. The catalyst is CN(C=O)C.